Dataset: Experimentally validated miRNA-target interactions with 360,000+ pairs, plus equal number of negative samples. Task: Binary Classification. Given a miRNA mature sequence and a target amino acid sequence, predict their likelihood of interaction. (1) The miRNA is mmu-miR-297a-5p with sequence AUGUAUGUGUGCAUGUGCAUGU. The protein sequence of the target gene is MASVKVAVRVRPMNRREKDLEAKFIIQMEKSKTTITNLKIPEGGTGDSGRERTKTFTYDFSFYSADTKSPDYVSQEMVFKTLGTDVVKSAFEGYNACVFAYGQTGSGKSYTMMGNSGDSGLIPRICEALFSRINETTRWDEASFRTEVSYLEIYNERVRDLLRRKSSKTFNLRVREHPKEGPYVEDLSKHLVQNYSDVEELMDAGNINRTTAATGMNDVSSRSHAIFTIKFTQAKFDAEMPCETVSKIHLVDLAGSERADATGATGVRLKEGGNINKSLVTLGNVISALADLSQDAANPL.... Result: 0 (no interaction). (2) The miRNA is hsa-miR-3606-3p with sequence AAAAUUUCUUUCACUACUUAG. The protein sequence of the target gene is MGYPEVERRELLPAAAPRERGSQGCGCGGAPARAGEGNSCLLFLGFFGLSLALHLLTLCCYLELRSELRRERGAESRLGGSGTPGTSGTLSSLGGLDPDSPITSHLGQPSPKQQPLEPGEAALHSDSQDGHQMALLNFFFPDEKPYSEEESRRVRRNKRSKSNEGADGPVKNKKKGKKAGPPGPNGPPGPPGPPGPQGPPGIPGIPGIPGTTVMGPPGPPGPPGPQGPPGLQGPSGAADKAGTRENQPAVVHLQGQGSAIQVKNDLSGGVLNDWSRITMNPKVFKLHPRSGELEVLVDGT.... Result: 0 (no interaction).